This data is from Forward reaction prediction with 1.9M reactions from USPTO patents (1976-2016). The task is: Predict the product of the given reaction. (1) Given the reactants [CH2:1]([C:4]1[CH:9]=[CH:8][C:7]([F:10])=[C:6](C2C=CC=CC=2C)[C:5]=1[OH:18])[CH:2]=[CH2:3].[Cl:19][C:20]1[CH:21]=[C:22]([CH:27]=[CH:28][CH:29]=1)C(OO)=O.C(=O)([O-])[O-:31].[K+].[K+].ClC1C2OC(CO)CC=2C(C(F)(F)F)=CC=1, predict the reaction product. The product is: [Cl:19][C:20]1[CH:29]=[CH:28][CH:27]=[CH:22][C:21]=1[C:6]1[C:5]2[O:18][CH:2]([CH2:3][OH:31])[CH2:1][C:4]=2[CH:9]=[CH:8][C:7]=1[F:10]. (2) Given the reactants [F:1][C:2]1[CH:3]=[C:4]([CH:8]([O:20][C:21]2[CH:22]=[C:23]3[C:27](=[CH:28][CH:29]=2)[N:26]([C:30]2[CH:35]=[CH:34][C:33]([F:36])=[CH:32][CH:31]=2)[N:25]=[CH:24]3)[C@H:9]([CH2:11][O:12][CH2:13][C:14]2[CH:19]=[CH:18][CH:17]=[CH:16][CH:15]=2)[NH2:10])[CH:5]=[CH:6][CH:7]=1.C(N(CC)CC)C.[CH3:44][O:45][CH2:46][C:47](Cl)=[O:48], predict the reaction product. The product is: [F:1][C:2]1[CH:3]=[C:4]([CH:8]([O:20][C:21]2[CH:22]=[C:23]3[C:27](=[CH:28][CH:29]=2)[N:26]([C:30]2[CH:31]=[CH:32][C:33]([F:36])=[CH:34][CH:35]=2)[N:25]=[CH:24]3)[C@@H:9]([NH:10][C:47](=[O:48])[CH2:46][O:45][CH3:44])[CH2:11][O:12][CH2:13][C:14]2[CH:15]=[CH:16][CH:17]=[CH:18][CH:19]=2)[CH:5]=[CH:6][CH:7]=1.